From a dataset of Catalyst prediction with 721,799 reactions and 888 catalyst types from USPTO. Predict which catalyst facilitates the given reaction. (1) The catalyst class is: 152. Product: [CH:10]1[C:6]2[C:7](=[O:9])[O:8][C:2]3[CH:17]=[CH:16][CH:15]=[CH:14][C:3]=3[O:4][C:5]=2[CH:13]=[CH:12][CH:11]=1. Reactant: O[C:2]1[CH:17]=[CH:16][CH:15]=[CH:14][C:3]=1[O:4][C:5]1[CH:13]=[CH:12][CH:11]=[CH:10][C:6]=1[C:7]([OH:9])=[O:8]. (2) Reactant: [Cl:1][C:2]1[CH:19]=[CH:18][C:17]([C@H:20]2[C@H:25]([OH:26])[C@@H:24]([OH:27])[C@H:23]([OH:28])[C@@H:22]([CH2:29][OH:30])[O:21]2)=[CH:16][C:3]=1[CH2:4][C:5]1[CH:6]=[C:7]2[C:12](=[CH:13][CH:14]=1)[O:11][CH:10]=[CH:9][C:8]2=[O:15].CO. Product: [Cl:1][C:2]1[CH:19]=[CH:18][C:17]([C@H:20]2[C@H:25]([OH:26])[C@@H:24]([OH:27])[C@H:23]([OH:28])[C@@H:22]([CH2:29][OH:30])[O:21]2)=[CH:16][C:3]=1[CH2:4][C:5]1[CH:6]=[C:7]2[C:12](=[CH:13][CH:14]=1)[O:11][CH2:10][CH2:9][C:8]2=[O:15]. The catalyst class is: 78. (3) The catalyst class is: 1. Reactant: [CH:1]([O:4][C:5]1[CH:30]=[CH:29][C:8]([C:9]([N:11]2[CH2:16][CH2:15][C:14]3([O:21][CH:20]([C:22]4[CH:23]=[N:24][CH:25]=[CH:26][CH:27]=4)[CH2:19][C:18](=O)[CH2:17]3)[CH2:13][CH2:12]2)=[O:10])=[CH:7][C:6]=1[CH3:31])([CH3:3])[CH3:2].[CH2:32]([Mg]Br)[CH3:33].N1C=CC=CC=1.S(Cl)(Cl)=O. Product: [CH2:32]([C:18]1[CH2:19][CH:20]([C:22]2[CH:23]=[N:24][CH:25]=[CH:26][CH:27]=2)[O:21][C:14]2([CH2:13][CH2:12][N:11]([C:9]([C:8]3[CH:29]=[CH:30][C:5]([O:4][CH:1]([CH3:2])[CH3:3])=[C:6]([CH3:31])[CH:7]=3)=[O:10])[CH2:16][CH2:15]2)[CH:17]=1)[CH3:33]. (4) Reactant: Cl[C:2]1[N:7]=[CH:6][N:5]=[C:4]([NH:8][C:9]2[CH:14]=[CH:13][C:12]([N:15]3[CH2:20][CH2:19][N:18]([CH:21]4[CH2:24][O:23][CH2:22]4)[CH2:17][CH2:16]3)=[C:11]([O:25][CH:26]([F:28])[F:27])[CH:10]=2)[N:3]=1.[F:29][C@H:30]1[C@@H:35]([O:36][C:37]2[CH:44]=[CH:43][C:42](B3OC(C)(C)C(C)(C)O3)=[CH:41][C:38]=2[C:39]#[N:40])[CH2:34][CH2:33][N:32]([C:54](=[O:57])[CH2:55][OH:56])[CH2:31]1.C(=O)([O-])[O-].[Na+].[Na+]. Product: [F:27][CH:26]([F:28])[O:25][C:11]1[CH:10]=[C:9]([NH:8][C:4]2[N:5]=[CH:6][N:7]=[C:2]([C:42]3[CH:43]=[CH:44][C:37]([O:36][C@H:35]4[CH2:34][CH2:33][N:32]([C:54](=[O:57])[CH2:55][OH:56])[CH2:31][C@H:30]4[F:29])=[C:38]([CH:41]=3)[C:39]#[N:40])[N:3]=2)[CH:14]=[CH:13][C:12]=1[N:15]1[CH2:20][CH2:19][N:18]([CH:21]2[CH2:24][O:23][CH2:22]2)[CH2:17][CH2:16]1. The catalyst class is: 104. (5) Reactant: Cl[C:2]1[C:3]([C:19]2[CH:24]=[CH:23][N:22]=[CH:21][CH:20]=2)=[C:4]([C:12]2[CH:17]=[CH:16][C:15]([Cl:18])=[CH:14][CH:13]=2)[C:5]2[N:6]([C:8](=[O:11])[NH:9][N:10]=2)[N:7]=1.C[Si]([O:29][Si](C)(C)C)(C)C.[K].[Si](O[K])(C)(C)C. Product: [Cl:18][C:15]1[CH:16]=[CH:17][C:12]([C:4]2[C:5]3[N:6]([C:8](=[O:11])[NH:9][N:10]=3)[NH:7][C:2](=[O:29])[C:3]=2[C:19]2[CH:24]=[CH:23][N:22]=[CH:21][CH:20]=2)=[CH:13][CH:14]=1. The catalyst class is: 1.